Regression. Given a peptide amino acid sequence and an MHC pseudo amino acid sequence, predict their binding affinity value. This is MHC class I binding data. From a dataset of Peptide-MHC class I binding affinity with 185,985 pairs from IEDB/IMGT. The peptide sequence is VPHVIEEVM. The MHC is HLA-B57:01 with pseudo-sequence HLA-B57:01. The binding affinity (normalized) is 0.0847.